From a dataset of Forward reaction prediction with 1.9M reactions from USPTO patents (1976-2016). Predict the product of the given reaction. (1) Given the reactants [NH:1]1[CH2:6][CH2:5][CH:4]([C:7]2[CH:15]=[CH:14][CH:13]=[C:12]3[C:8]=2[CH2:9][C:10](=[O:16])[NH:11]3)[CH2:3][CH2:2]1.[NH:17]1[C:25]2[CH2:24][CH2:23][CH2:22][CH2:21][C:20]=2[CH:19]=[C:18]1[CH:26]=O, predict the reaction product. The product is: [NH:1]1[CH2:2][CH2:3][CH:4]([C:7]2[CH:15]=[CH:14][CH:13]=[C:12]3[C:8]=2[C:9](=[CH:26][C:18]2[NH:17][C:25]4[CH2:24][CH2:23][CH2:22][CH2:21][C:20]=4[CH:19]=2)[C:10](=[O:16])[NH:11]3)[CH2:5][CH2:6]1. (2) Given the reactants C(OC([N:8]1[CH2:11][C:10]([NH:13][C:14]2[CH:15]=[C:16]3[C:25](=[CH:26][C:27]=2/[CH:28]=[CH:29]/OCC)[O:24][CH2:23][C:22]2[N:17]3[C@H:18]([CH3:34])[C:19](=[O:33])[NH:20][N:21]=2)([CH3:12])[CH2:9]1)=O)(C)(C)C.[ClH:35], predict the reaction product. The product is: [ClH:35].[CH3:34][C@@H:18]1[C:19](=[O:33])[NH:20][N:21]=[C:22]2[N:17]1[C:16]1[CH:15]=[C:14]3[N:13]([C:10]4([CH3:12])[CH2:9][NH:8][CH2:11]4)[CH:29]=[CH:28][C:27]3=[CH:26][C:25]=1[O:24][CH2:23]2. (3) The product is: [CH2:1]([O:3][C:4](=[O:16])[C:5]([CH3:7])([O:8][C:9]1[CH:10]=[CH:11][C:12]([O:15][CH2:35][CH2:34][CH:33]([O:32][C:30]2[CH:29]=[CH:28][C:27]3[C:23]([C:17]4[CH:18]=[CH:19][CH:20]=[CH:21][CH:22]=4)=[CH:24][O:25][C:26]=3[CH:31]=2)[CH2:41][CH2:42][CH3:43])=[CH:13][CH:14]=1)[CH3:6])[CH3:2]. Given the reactants [CH2:1]([O:3][C:4](=[O:16])[C:5]([O:8][C:9]1[CH:14]=[CH:13][C:12]([OH:15])=[CH:11][CH:10]=1)([CH3:7])[CH3:6])[CH3:2].[C:17]1([C:23]2[C:27]3[CH:28]=[CH:29][C:30]([O:32][CH:33]([CH2:41][CH2:42][CH3:43])[CH2:34][CH2:35]OS(C)(=O)=O)=[CH:31][C:26]=3[O:25][CH:24]=2)[CH:22]=[CH:21][CH:20]=[CH:19][CH:18]=1.C([O-])([O-])=O.[Cs+].[Cs+], predict the reaction product.